This data is from Full USPTO retrosynthesis dataset with 1.9M reactions from patents (1976-2016). The task is: Predict the reactants needed to synthesize the given product. Given the product [NH2:26][C:7]1[N:8]=[C:9]2[C:14]3[C:12]([CH2:13][CH:3]([C:1]([NH2:2])=[O:42])[S:4][C:5]=3[N:6]=1)=[N:11][N:10]2[CH2:15][C:16]1[C:21]([CH3:22])=[C:20]([O:23][CH3:24])[C:19]([CH3:25])=[CH:18][N:17]=1, predict the reactants needed to synthesize it. The reactants are: [C:1]([CH:3]1[CH2:13][C:12]2[C:14]3[C:9]([N:10]([CH2:15][C:16]4[C:21]([CH3:22])=[C:20]([O:23][CH3:24])[C:19]([CH3:25])=[CH:18][N:17]=4)[N:11]=2)=[N:8][C:7]([N:26](C(OC(C)(C)C)=O)C(OC(C)(C)C)=O)=[N:6][C:5]=3[S:4]1)#[N:2].C[O:42]C1C(C)=CN=C(CN2C3C4C(CC(C)SC=4N=C(N)N=3)=N2)C=1C.Cl.C(=O)(O)[O-].[Na+].